From a dataset of Forward reaction prediction with 1.9M reactions from USPTO patents (1976-2016). Predict the product of the given reaction. Given the reactants [N+:1]([C:4]1[CH:5]=[C:6]([CH:18]=[CH:19][CH:20]=1)[O:7][C:8]1[CH:9]=[CH:10][C:11]2[N:12]([N:14]=[C:15]([NH2:17])[N:16]=2)[CH:13]=1)([O-:3])=[O:2].[CH:21]1([C:24](Cl)=[O:25])[CH2:23][CH2:22]1.O, predict the reaction product. The product is: [N+:1]([C:4]1[CH:5]=[C:6]([CH:18]=[CH:19][CH:20]=1)[O:7][C:8]1[CH:9]=[CH:10][C:11]2[N:12]([N:14]=[C:15]([NH:17][C:24]([CH:21]3[CH2:23][CH2:22]3)=[O:25])[N:16]=2)[CH:13]=1)([O-:3])=[O:2].